Dataset: Full USPTO retrosynthesis dataset with 1.9M reactions from patents (1976-2016). Task: Predict the reactants needed to synthesize the given product. (1) Given the product [CH3:19][O:20][C:21](=[O:26])[CH2:22][O:23][CH2:24][O:18][C:14]1[CH:15]=[C:16]2[C:11](=[CH:12][CH:13]=1)[N:10]=[CH:9][C:8]([Br:7])=[CH:17]2, predict the reactants needed to synthesize it. The reactants are: CC(C)([O-])C.[K+].[Br:7][C:8]1[CH:9]=[N:10][C:11]2[C:16]([CH:17]=1)=[CH:15][C:14]([OH:18])=[CH:13][CH:12]=2.[CH3:19][O:20][C:21](=[O:26])[CH2:22][O:23][CH2:24]Br.[I-].[K+]. (2) Given the product [ClH:22].[C:1]([C:4]1([C:17]([O:19][CH2:20][CH3:21])=[O:18])[CH2:9][CH2:8][NH:7][CH2:6][CH2:5]1)(=[O:3])[NH2:2], predict the reactants needed to synthesize it. The reactants are: [C:1]([C:4]1([C:17]([O:19][CH2:20][CH3:21])=[O:18])[CH2:9][CH2:8][N:7](C(OC(C)(C)C)=O)[CH2:6][CH2:5]1)(=[O:3])[NH2:2].[Cl:22]CCl. (3) Given the product [NH:1]([C:27]([O:29][CH2:30][C:31]1[CH:36]=[CH:35][CH:34]=[CH:33][CH:32]=1)=[O:28])[C@H:2]([C:13]([NH:15][C@H:16]([C:24]([NH:50][C@H:51]([C:59]([NH:61][C@H:62]([C:75]([NH2:77])=[O:76])[CH2:63][CH2:64][CH2:65][CH2:66][NH:67][C:68]([O:70][C:71]([CH3:72])([CH3:73])[CH3:74])=[O:69])=[O:60])[CH2:52][CH2:53][CH2:54][NH:55][C:56](=[NH:57])[NH2:58])=[O:25])[CH2:17][CH2:18][CH2:19][NH:20][C:21](=[NH:22])[NH2:23])=[O:14])[CH2:3][C:4]1[C:12]2[C:7](=[CH:8][CH:9]=[CH:10][CH:11]=2)[NH:6][CH:5]=1, predict the reactants needed to synthesize it. The reactants are: [NH:1]([C:27]([O:29][CH2:30][C:31]1[CH:36]=[CH:35][CH:34]=[CH:33][CH:32]=1)=[O:28])[C@H:2]([C:13]([NH:15][C@H:16]([C:24](O)=[O:25])[CH2:17][CH2:18][CH2:19][NH:20][C:21](=[NH:23])[NH2:22])=[O:14])[CH2:3][C:4]1[C:12]2[C:7](=[CH:8][CH:9]=[CH:10][CH:11]=2)[NH:6][CH:5]=1.C1C=C2C(N(O)N=NC2=CC=1)=O.Cl.[NH2:50][C@H:51]([C:59]([NH:61][C@H:62]([C:75]([NH2:77])=[O:76])[CH2:63][CH2:64][CH2:65][CH2:66][NH:67][C:68]([O:70][C:71]([CH3:74])([CH3:73])[CH3:72])=[O:69])=[O:60])[CH2:52][CH2:53][CH2:54][NH:55][C:56](=[NH:58])[NH2:57].C(Cl)CCl.C([O-])([O-])=O.[Na+].[Na+].[Na+].[Cl-]. (4) Given the product [CH:8]1([C:11]2[C:12](=[O:39])[NH:13][C:14]([CH:17]([C:27]3[CH:28]=[CH:29][C:30]([S:33]([CH:36]4[CH2:38][CH2:37]4)(=[O:35])=[O:34])=[CH:31][CH:32]=3)[O:18][C:19]3[CH:24]=[CH:23][C:22]([F:25])=[CH:21][C:20]=3[F:26])=[CH:15][CH:16]=2)[CH2:9][CH2:10]1, predict the reactants needed to synthesize it. The reactants are: FC(F)(F)C(O)=O.[CH:8]1([C:11]2[C:12]([O:39]CC3C=CC(OC)=CC=3)=[N:13][C:14]([CH:17]([C:27]3[CH:32]=[CH:31][C:30]([S:33]([CH:36]4[CH2:38][CH2:37]4)(=[O:35])=[O:34])=[CH:29][CH:28]=3)[O:18][C:19]3[CH:24]=[CH:23][C:22]([F:25])=[CH:21][C:20]=3[F:26])=[CH:15][CH:16]=2)[CH2:10][CH2:9]1.